Dataset: Full USPTO retrosynthesis dataset with 1.9M reactions from patents (1976-2016). Task: Predict the reactants needed to synthesize the given product. (1) Given the product [S:13]1[CH:17]=[CH:16][CH:15]=[C:14]1[C:1](=[O:7])[CH2:2][CH2:3][C:4]([C:14]1[S:13][CH:17]=[CH:16][CH:15]=1)=[O:5], predict the reactants needed to synthesize it. The reactants are: [C:1](Cl)(=[O:7])[CH2:2][CH2:3][C:4](Cl)=[O:5].[Cl-].[Al+3].[Cl-].[Cl-].[S:13]1[CH:17]=[CH:16][CH:15]=[CH:14]1.Cl. (2) Given the product [Cl:1][C:2]1[C:3]2[N:17]=[C:18]([NH:19][C:20]3[C:21]([C:28]([F:31])([F:30])[F:29])=[N:22][C:23]([O:26][CH3:27])=[CH:24][CH:25]=3)[N:12]([CH2:13][CH2:14][CH2:15][OH:16])[C:4]=2[C:5]([C:6]([O:8][CH3:9])=[O:7])=[CH:10][CH:11]=1, predict the reactants needed to synthesize it. The reactants are: [Cl:1][C:2]1[CH:11]=[CH:10][C:5]([C:6]([O:8][CH3:9])=[O:7])=[C:4]([NH:12][CH2:13][CH2:14][CH2:15][OH:16])[C:3]=1[NH:17][C:18](=S)[NH:19][C:20]1[C:21]([C:28]([F:31])([F:30])[F:29])=[N:22][C:23]([O:26][CH3:27])=[CH:24][CH:25]=1.Cl.C(N=C=NCCCN(C)C)C.C(N(CC)CC)C.O. (3) Given the product [Cl:14][C:4]1[C:3]([C:1]#[N:2])=[C:8]([C:9]([F:12])([F:11])[F:10])[CH:7]=[C:6]([NH:24][CH2:21][CH:17]([OH:18])[CH2:16][CH3:19])[N:5]=1, predict the reactants needed to synthesize it. The reactants are: [C:1]([C:3]1[C:4]([Cl:14])=[N:5][C:6](Cl)=[CH:7][C:8]=1[C:9]([F:12])([F:11])[F:10])#[N:2].N[CH:16]([CH2:19]C)[CH2:17][OH:18].[CH:21]([NH:24]C(C)C)(C)C.ClCl. (4) Given the product [CH2:1]([O:3][CH:4]([O:7][CH2:8][CH3:9])[CH2:5][NH:6][CH2:11][CH2:12][C:13]([O:15][CH3:16])=[O:14])[CH3:2], predict the reactants needed to synthesize it. The reactants are: [CH2:1]([O:3][CH:4]([O:7][CH2:8][CH3:9])[CH2:5][NH2:6])[CH3:2].Br[CH2:11][CH2:12][C:13]([O:15][CH3:16])=[O:14]. (5) Given the product [CH2:14]([N:18]1[C:23]2[C:22](=[CH:27][CH:26]=[CH:25][N:24]=2)[C:5]([OH:7])=[C:4]([C:3]([O:11][CH2:12][CH3:13])=[O:10])[C:19]1=[O:20])[CH2:15][CH2:16][CH3:17], predict the reactants needed to synthesize it. The reactants are: [H-].[Na+].[C:3]([O:11][CH2:12][CH3:13])(=[O:10])[CH2:4][C:5]([O:7]CC)=O.[CH2:14]([N:18]1[C:23]2[N:24]=[CH:25][CH:26]=[CH:27][C:22]=2C(=O)[O:20][C:19]1=O)[CH2:15][CH2:16][CH3:17]. (6) The reactants are: [Cl:1][C:2]1[N:10]=[C:9]2[C:5]([NH:6][CH:7]=[N:8]2)=[C:4]([Cl:11])[N:3]=1.[H-].[Na+].I[CH:15]([CH3:17])[CH3:16].C(OCC)C. Given the product [Cl:1][C:2]1[N:10]=[C:9]2[C:5]([N:6]=[CH:7][N:8]2[CH:15]([CH3:17])[CH3:16])=[C:4]([Cl:11])[N:3]=1, predict the reactants needed to synthesize it. (7) Given the product [F:31][C:29]1[C:28]([F:32])=[CH:27][C:23]([C:24]([NH2:26])=[O:25])=[C:22]([NH:21][C:4]2[N:3]=[C:2]([NH:39][C:38]3[CH:40]=[CH:41][C:42]([C:44]4[CH2:45][N:46]([CH2:50][CH2:51][CH3:52])[CH2:47][CH2:48][CH:49]=4)=[CH:43][C:37]=3[O:36][CH3:35])[NH:7][C:6]3=[N:8][CH:9]=[CH:10][C:5]=23)[CH:30]=1, predict the reactants needed to synthesize it. The reactants are: Cl[C:2]1[N:3]=[C:4]([NH:21][C:22]2[CH:30]=[C:29]([F:31])[C:28]([F:32])=[CH:27][C:23]=2[C:24]([NH2:26])=[O:25])[C:5]2[CH:10]=[CH:9][N:8](S(C3C=CC(C)=CC=3)(=O)=O)[C:6]=2[N:7]=1.[OH-].[NH4+].[CH3:35][O:36][C:37]1[CH:43]=[C:42]([C:44]2[CH2:45][N:46]([CH2:50][CH2:51][CH3:52])[CH2:47][CH2:48][CH:49]=2)[CH:41]=[CH:40][C:38]=1[NH2:39]. (8) Given the product [CH2:1]([O:3][C:4](=[O:23])[CH2:5][C:6]1[CH:11]=[C:10]([F:12])[CH:9]=[C:8]([O:13][C:14]2[CH:19]=[CH:18][C:17]([Br:20])=[CH:16][C:15]=2[CH2:21][N:26]2[C@@H:25]([CH3:24])[C@@H:29]([C:30]3[CH:35]=[CH:34][CH:33]=[CH:32][CH:31]=3)[O:28][C:27]2=[O:36])[CH:7]=1)[CH3:2], predict the reactants needed to synthesize it. The reactants are: [CH2:1]([O:3][C:4](=[O:23])[CH2:5][C:6]1[CH:11]=[C:10]([F:12])[CH:9]=[C:8]([O:13][C:14]2[CH:19]=[CH:18][C:17]([Br:20])=[CH:16][C:15]=2[CH2:21]Br)[CH:7]=1)[CH3:2].[CH3:24][C@H:25]1[C@@H:29]([C:30]2[CH:35]=[CH:34][CH:33]=[CH:32][CH:31]=2)[O:28][C:27](=[O:36])[NH:26]1. (9) Given the product [N:18]1([C:2]2[C:6]3[CH2:7][N:8]([C:11](=[O:13])[CH3:12])[CH2:9][CH2:10][C:5]=3[N:4]([CH:14]3[CH2:17][O:16][CH2:15]3)[N:3]=2)[C:27]2[C:22](=[CH:23][CH:24]=[CH:25][CH:26]=2)[CH2:21][CH2:20][CH2:19]1, predict the reactants needed to synthesize it. The reactants are: Br[C:2]1[C:6]2[CH2:7][N:8]([C:11](=[O:13])[CH3:12])[CH2:9][CH2:10][C:5]=2[N:4]([CH:14]2[CH2:17][O:16][CH2:15]2)[N:3]=1.[NH:18]1[C:27]2[C:22](=[CH:23][CH:24]=[CH:25][CH:26]=2)[CH2:21][CH2:20][CH2:19]1.C(O[Na])(C)(C)C.C1(P(C2C=CC=CC=2)C2C3OC4C(=CC=CC=4P(C4C=CC=CC=4)C4C=CC=CC=4)C(C)(C)C=3C=CC=2)C=CC=CC=1. (10) Given the product [CH3:14][C:15]1[C:16]([C:2]2[CH:7]=[N:6][CH:5]=[C:4]([N:8]3[CH2:13][CH2:12][O:11][CH2:10][CH2:9]3)[CH:3]=2)=[CH:17][C:18]([NH2:21])=[CH:19][N:20]=1, predict the reactants needed to synthesize it. The reactants are: Br[C:2]1[CH:3]=[C:4]([N:8]2[CH2:13][CH2:12][O:11][CH2:10][CH2:9]2)[CH:5]=[N:6][CH:7]=1.[CH3:14][C:15]1[N:20]=[CH:19][C:18]([NH2:21])=[CH:17][C:16]=1B1OC(C)(C)C(C)(C)O1.